The task is: Predict the reaction yield, written as a fraction of the theoretical maximum amount of product (1.0 means a 100% yield; for example, 0.34 means a 34% yield).. This data is from Reaction yield outcomes from USPTO patents with 853,638 reactions. (1) The product is [CH3:27][O:26][C:9]1[CH:10]=[CH:11][C:12]2[C:17](=[CH:16][CH:15]=[C:14]([C:18]3[CH:23]=[CH:22][CH:21]=[C:20]([O:24][CH3:25])[CH:19]=3)[CH:13]=2)[C:8]=1[C:4]1[CH:3]=[C:2]([CH:7]=[CH:6][CH:5]=1)[C:45]([NH:43][S:40]([CH3:39])(=[O:42])=[O:41])=[O:44]. The catalyst is ClCCl.CC([O-])=O.CC([O-])=O.[Pd+2]. The yield is 1.00. The reactants are I[C:2]1[CH:3]=[C:4]([C:8]2[C:17]3[C:12](=[CH:13][C:14]([C:18]4[CH:23]=[CH:22][CH:21]=[C:20]([O:24][CH3:25])[CH:19]=4)=[CH:15][CH:16]=3)[CH:11]=[CH:10][C:9]=2[O:26][CH3:27])[CH:5]=[CH:6][CH:7]=1.C1CCN2C(=NCCC2)CC1.[CH3:39][S:40]([NH2:43])(=[O:42])=[O:41].[O:44]1CCOC[CH2:45]1. (2) The reactants are [CH3:1][O:2][C:3]1[CH:8]=[C:7]([CH3:9])[CH:6]=[CH:5][C:4]=1[CH3:10].[N:11]([O-:13])=[O:12].[Na+]. No catalyst specified. The product is [CH3:1][O:2][C:3]1[CH:8]=[C:7]([CH3:9])[C:6]([N+:11]([O-:13])=[O:12])=[CH:5][C:4]=1[CH3:10]. The yield is 0.460. (3) The reactants are [N:1]([O-])=O.[Na+].[NH2:5][C:6]1[CH:11]=[CH:10][C:9]([CH2:12][C:13]([O:15][CH2:16][CH3:17])=[O:14])=[CH:8][CH:7]=1.[Sn](Cl)[Cl:19]. The catalyst is O.Cl. The product is [ClH:19].[NH:5]([C:6]1[CH:7]=[CH:8][C:9]([CH2:12][C:13]([O:15][CH2:16][CH3:17])=[O:14])=[CH:10][CH:11]=1)[NH2:1]. The yield is 0.880. (4) The reactants are [CH3:1][C:2]1[CH:3]=[C:4]2[C:9](=[CH:10][CH:11]=1)[N:8]=[CH:7][CH:6]=[CH:5]2.CC[O:14]C(C)=O. No catalyst specified. The product is [N:8]1[C:9]2[C:4](=[CH:3][C:2]([CH:1]=[O:14])=[CH:11][CH:10]=2)[CH:5]=[CH:6][CH:7]=1. The yield is 0.200. (5) The product is [CH:30]1([C:9]2[NH:8][C:16]3[C:15]4=[N:17][CH:18]([CH2:20][C:39]5[CH:38]=[CH:37][NH:36][N:35]=5)[CH2:19][N:14]4[C:13](=[O:26])[N:12]([CH2:27][CH2:28][CH3:29])[C:11]=3[N:10]=2)[CH2:34][CH2:33][CH2:32][CH2:31]1. The catalyst is CN(C)C=O.[OH-].[OH-].[Pd+2]. The reactants are C([N:8]1[C:16]2[C:15]3=[N:17][CH:18]([CH2:20]OS(C)(=O)=O)[CH2:19][N:14]3[C:13](=[O:26])[N:12]([CH2:27][CH2:28][CH3:29])[C:11]=2[N:10]=[C:9]1[CH:30]1[CH2:34][CH2:33][CH2:32][CH2:31]1)C1C=CC=CC=1.[NH:35]1[CH:39]=[CH:38][CH:37]=[N:36]1.C(=O)([O-])[O-].[Cs+].[Cs+].C([O-])=O.[NH4+]. The yield is 0.520. (6) The product is [Cl:1][C:2]1[CH:7]=[C:6](/[CH:8]=[CH:9]/[CH:10]([C:15]2[CH:20]=[C:19]([Cl:21])[C:18]([Cl:22])=[C:17]([Cl:23])[CH:16]=2)[C:11]([F:14])([F:13])[F:12])[CH:5]=[CH:4][C:3]=1[CH2:24][NH:25][C:27](=[O:32])[C:28]([O:30][CH3:31])=[O:29]. The yield is 0.500. The reactants are [Cl:1][C:2]1[CH:7]=[C:6](/[CH:8]=[CH:9]/[CH:10]([C:15]2[CH:20]=[C:19]([Cl:21])[C:18]([Cl:22])=[C:17]([Cl:23])[CH:16]=2)[C:11]([F:14])([F:13])[F:12])[CH:5]=[CH:4][C:3]=1[CH2:24][NH2:25].Cl[C:27](=[O:32])[C:28]([O:30][CH3:31])=[O:29]. The catalyst is C(Cl)Cl. (7) The reactants are Cl[C:2]1[C:7]2=[CH:8][N:9]([C:11]3[C:16]([Cl:17])=[CH:15][CH:14]=[CH:13][C:12]=3[Cl:18])[N:10]=[C:6]2[CH:5]=[CH:4][N:3]=1.[NH2:19][C:20]1[CH:25]=[C:24]([CH3:26])[N:23]=[C:22]([CH3:27])[N:21]=1.CC1(C)C2C(=C(P(C3C=CC=CC=3)C3C=CC=CC=3)C=CC=2)OC2C(P(C3C=CC=CC=3)C3C=CC=CC=3)=CC=CC1=2.C(=O)([O-])[O-].[Cs+].[Cs+]. The catalyst is O1CCOCC1.C1C=CC(/C=C/C(/C=C/C2C=CC=CC=2)=O)=CC=1.C1C=CC(/C=C/C(/C=C/C2C=CC=CC=2)=O)=CC=1.C1C=CC(/C=C/C(/C=C/C2C=CC=CC=2)=O)=CC=1.[Pd].[Pd]. The product is [Cl:18][C:12]1[CH:13]=[CH:14][CH:15]=[C:16]([Cl:17])[C:11]=1[N:9]1[CH:8]=[C:7]2[C:2]([NH:19][C:20]3[CH:25]=[C:24]([CH3:26])[N:23]=[C:22]([CH3:27])[N:21]=3)=[N:3][CH:4]=[CH:5][C:6]2=[N:10]1. The yield is 0.730. (8) The reactants are [F:1][C:2]([F:24])([F:23])[O:3][C:4]1[CH:9]=[CH:8][C:7]([N:10]2[CH:14]=[C:13]([C:15]3[CH:22]=[CH:21][C:18]([CH:19]=O)=[CH:17][CH:16]=3)[N:12]=[CH:11]2)=[CH:6][CH:5]=1.[CH3:25][O:26][C@@H:27]1[C@H:32]([O:33][CH3:34])[C@@H:31]([O:35][CH3:36])[C@H:30]([CH3:37])[O:29][C@H:28]1[O:38][NH2:39]. The catalyst is CCO. The product is [CH3:25][O:26][C@@H:27]1[C@H:32]([O:33][CH3:34])[C@@H:31]([O:35][CH3:36])[C@H:30]([CH3:37])[O:29][C@H:28]1[O:38][N:39]=[CH:19][C:18]1[CH:21]=[CH:22][C:15]([C:13]2[N:12]=[CH:11][N:10]([C:7]3[CH:8]=[CH:9][C:4]([O:3][C:2]([F:23])([F:1])[F:24])=[CH:5][CH:6]=3)[CH:14]=2)=[CH:16][CH:17]=1. The yield is 0.440. (9) The reactants are Br[C:2]1[C:14]2[C:13]3[C:8](=[CH:9][C:10]([C:15]([OH:18])([CH3:17])[CH3:16])=[CH:11][CH:12]=3)[NH:7][C:6]=2[C:5]([C:19]([NH2:21])=[O:20])=[CH:4][C:3]=1[F:22].[Cl:23][C:24]1[C:33]2[N:28]([C:29](=[O:51])[N:30]([C:35]3[CH:40]=[CH:39][CH:38]=[C:37](B4OC(C)(C)C(C)(C)O4)[C:36]=3[CH3:50])[C:31](=[O:34])[CH:32]=2)[CH:27]=[CH:26][CH:25]=1.C([O-])([O-])=O.[Cs+].[Cs+]. The catalyst is C1C=CC(P(C2C=CC=CC=2)[C-]2C=CC=C2)=CC=1.C1C=CC(P(C2C=CC=CC=2)[C-]2C=CC=C2)=CC=1.Cl[Pd]Cl.[Fe+2].C(Cl)Cl.O1CCOCC1. The product is [Cl:23][C:24]1[C:33]2[N:28]([C:29](=[O:51])[N:30]([C:35]3[C:36]([CH3:50])=[C:37]([C:2]4[C:14]5[C:13]6[C:8](=[CH:9][C:10]([C:15]([OH:18])([CH3:16])[CH3:17])=[CH:11][CH:12]=6)[NH:7][C:6]=5[C:5]([C:19]([NH2:21])=[O:20])=[CH:4][C:3]=4[F:22])[CH:38]=[CH:39][CH:40]=3)[C:31](=[O:34])[CH:32]=2)[CH:27]=[CH:26][CH:25]=1. The yield is 0.0800. (10) The reactants are [CH2:1]([O:3][C:4](=[O:12])[C:5]1[CH:10]=[CH:9][CH:8]=[N:7][C:6]=1Cl)[CH3:2].Cl.[CH2:14]([O:21][NH2:22])[C:15]1[CH:20]=[CH:19][CH:18]=[CH:17][CH:16]=1.C(N(CC)C(C)C)(C)C. The catalyst is O1CCOCC1. The product is [CH2:14]([O:21][NH:22][C:6]1[N:7]=[CH:8][CH:9]=[CH:10][C:5]=1[C:4]([O:3][CH2:1][CH3:2])=[O:12])[C:15]1[CH:20]=[CH:19][CH:18]=[CH:17][CH:16]=1. The yield is 0.530.